From a dataset of Reaction yield outcomes from USPTO patents with 853,638 reactions. Predict the reaction yield, written as a fraction of the theoretical maximum amount of product (1.0 means a 100% yield; for example, 0.34 means a 34% yield). (1) The reactants are [N:1]1[C:5]2[CH:6]=[CH:7][CH:8]=[CH:9][C:4]=2[NH:3][CH:2]=1.[CH2:10]([O:12][C:13](=[O:25])[CH2:14][O:15][C:16]1[CH:21]=[CH:20][C:19](B(O)O)=[CH:18][CH:17]=1)[CH3:11].N1C=CC=CC=1. The catalyst is C([O-])(=O)C.[Cu+2].C([O-])(=O)C.ClCCl. The product is [N:1]1([C:19]2[CH:20]=[CH:21][C:16]([O:15][CH2:14][C:13]([O:12][CH2:10][CH3:11])=[O:25])=[CH:17][CH:18]=2)[C:5]2[CH:6]=[CH:7][CH:8]=[CH:9][C:4]=2[N:3]=[CH:2]1. The yield is 0.540. (2) The product is [C:4]([C:3]1[C:2]([NH:18][C:19]2[CH:20]=[C:21]([CH:27]=[CH:28][C:29]=2[CH3:30])[C:22]([NH:24][O:25][CH3:26])=[O:23])=[N:9][C:8]([N:10]([CH2:12][C:13]([CH3:16])([CH3:15])[CH3:14])[CH3:11])=[C:7]([F:17])[CH:6]=1)#[N:5]. The yield is 0.0400. The catalyst is CS(C)=O. The reactants are Cl[C:2]1[N:9]=[C:8]([N:10]([CH2:12][C:13]([CH3:16])([CH3:15])[CH3:14])[CH3:11])[C:7]([F:17])=[CH:6][C:3]=1[C:4]#[N:5].[NH2:18][C:19]1[CH:20]=[C:21]([CH:27]=[CH:28][C:29]=1[CH3:30])[C:22]([NH:24][O:25][CH3:26])=[O:23].[F-].[K+]. (3) The reactants are CO[CH:3](OC)[CH2:4][CH:5](OC)OC.Cl.[C:13]([NH:17][NH2:18])([CH3:16])([CH3:15])[CH3:14].Cl.O. The catalyst is CCO. The product is [C:13]([N:17]1[CH:5]=[CH:4][CH:3]=[N:18]1)([CH3:16])([CH3:15])[CH3:14]. The yield is 0.890. (4) The reactants are [CH:1]([N:4]1[C:12]2[C:7](=[CH:8][CH:9]=[CH:10][CH:11]=2)[C:6]([C:13]([NH:15][NH2:16])=[O:14])=[N:5]1)([CH3:3])[CH3:2].Cl.[CH3:18][O:19][CH2:20][CH2:21][CH2:22][N:23]1[CH2:28][CH2:27][CH:26]([C:29](O)=O)[CH2:25][CH2:24]1. The catalyst is P(Cl)(Cl)(Cl)=O. The product is [CH:1]([N:4]1[C:12]2[C:7](=[CH:8][CH:9]=[CH:10][CH:11]=2)[C:6]([C:13]2[O:14][C:29]([CH:26]3[CH2:25][CH2:24][N:23]([CH2:22][CH2:21][CH2:20][O:19][CH3:18])[CH2:28][CH2:27]3)=[N:16][N:15]=2)=[N:5]1)([CH3:3])[CH3:2]. The yield is 0.590. (5) The reactants are [C:1]([O:5][C:6]([N:8]1[CH2:15][CH:14]2[CH:10]([CH2:11][NH:12][CH2:13]2)[CH2:9]1)=[O:7])([CH3:4])([CH3:3])[CH3:2].Br[C:17]1[CH:24]=[CH:23][CH:22]=[CH:21][C:18]=1[C:19]#[N:20].CC1(C)C2C(=C(P(C3C=CC=CC=3)C3C=CC=CC=3)C=CC=2)OC2C(P(C3C=CC=CC=3)C3C=CC=CC=3)=CC=CC1=2.CC(C)([O-])C.[Na+]. The product is [C:1]([O:5][C:6]([N:8]1[CH2:9][CH:10]2[CH:14]([CH2:13][N:12]([C:17]3[CH:24]=[CH:23][CH:22]=[CH:21][C:18]=3[C:19]#[N:20])[CH2:11]2)[CH2:15]1)=[O:7])([CH3:4])([CH3:2])[CH3:3]. The catalyst is O1CCOCC1.C1C=CC(/C=C/C(/C=C/C2C=CC=CC=2)=O)=CC=1.C1C=CC(/C=C/C(/C=C/C2C=CC=CC=2)=O)=CC=1.C1C=CC(/C=C/C(/C=C/C2C=CC=CC=2)=O)=CC=1.[Pd].[Pd]. The yield is 0.740. (6) The yield is 0.610. The catalyst is C(Cl)Cl. The reactants are [F:1][C:2]1[CH:7]=[CH:6][C:5]([C@@H:8]2[C:12]3([CH2:17][CH2:16][NH:15][CH2:14][CH2:13]3)[C:11](=[O:18])[NH:10][CH2:9]2)=[CH:4][CH:3]=1.O=[CH:20][C@@H:21]([NH:23][C:24](=[O:30])[O:25][C:26]([CH3:29])([CH3:28])[CH3:27])[CH3:22].C1COCC1.C(O[BH-](OC(=O)C)OC(=O)C)(=O)C.[Na+]. The product is [F:1][C:2]1[CH:7]=[CH:6][C:5]([C@@H:8]2[C:12]3([CH2:13][CH2:14][N:15]([CH2:22][C@@H:21]([NH:23][C:24](=[O:30])[O:25][C:26]([CH3:27])([CH3:29])[CH3:28])[CH3:20])[CH2:16][CH2:17]3)[C:11](=[O:18])[NH:10][CH2:9]2)=[CH:4][CH:3]=1.